Dataset: Reaction yield outcomes from USPTO patents with 853,638 reactions. Task: Predict the reaction yield, written as a fraction of the theoretical maximum amount of product (1.0 means a 100% yield; for example, 0.34 means a 34% yield). The reactants are [N:1]1([C:7]2[CH:14]=[CH:13][C:10]([CH:11]=O)=[C:9]([C:15]([F:18])([F:17])[F:16])[CH:8]=2)[CH2:6][CH2:5][O:4][CH2:3][CH2:2]1.[CH3:19][C:20]1([CH3:33])[CH2:25][NH:24][CH2:23][CH2:22][N:21]1[C:26]([O:28][C:29]([CH3:32])([CH3:31])[CH3:30])=[O:27].ClCCCl.C(O[BH-](OC(=O)C)OC(=O)C)(=O)C.[Na+]. The catalyst is O. The product is [CH3:19][C:20]1([CH3:33])[CH2:25][N:24]([CH2:11][C:10]2[CH:13]=[CH:14][C:7]([N:1]3[CH2:6][CH2:5][O:4][CH2:3][CH2:2]3)=[CH:8][C:9]=2[C:15]([F:18])([F:17])[F:16])[CH2:23][CH2:22][N:21]1[C:26]([O:28][C:29]([CH3:32])([CH3:31])[CH3:30])=[O:27]. The yield is 0.850.